This data is from Full USPTO retrosynthesis dataset with 1.9M reactions from patents (1976-2016). The task is: Predict the reactants needed to synthesize the given product. (1) Given the product [C:1]([C:3]1[CH:4]=[CH:5][C:6]([C:7](/[N:9]=[C:10]2/[N:11]([C@H:28]3[CH2:29][CH2:30][C@@H:31]([C:34]([N:36]4[CH2:41][CH2:40][NH:39][CH2:38][C@H:37]4[CH3:49])=[O:35])[CH2:32][CH2:33]3)[C:12]3[CH:17]=[C:16]([O:18][CH2:19][CH2:20][N:21]4[CH2:22][CH2:23][CH2:24][CH2:25][CH2:26]4)[N:15]=[CH:14][C:13]=3[NH:27]/2)=[O:8])=[CH:50][CH:51]=1)#[N:2], predict the reactants needed to synthesize it. The reactants are: [C:1]([C:3]1[CH:51]=[CH:50][C:6]([C:7](/[N:9]=[C:10]2/[N:11]([C@@H:28]3[CH2:33][CH2:32][C@H:31]([C:34]([N:36]4[CH2:41][CH2:40][N:39](C(OC(C)(C)C)=O)[CH2:38][C@H:37]4[CH3:49])=[O:35])[CH2:30][CH2:29]3)[C:12]3[CH:17]=[C:16]([O:18][CH2:19][CH2:20][N:21]4[CH2:26][CH2:25][CH2:24][CH2:23][CH2:22]4)[N:15]=[CH:14][C:13]=3[NH:27]/2)=[O:8])=[CH:5][CH:4]=1)#[N:2].Cl. (2) Given the product [CH2:1]([O:8][C:9]1[CH:10]=[CH:11][C:12]2[C:13]3[N:21]([NH:22][CH:23]([CH3:25])[CH3:24])[C:20]([CH2:26][O:27][CH2:28][CH3:29])=[N:19][C:14]=3[CH:15]=[N:16][C:17]=2[CH:18]=1)[C:2]1[CH:3]=[CH:4][CH:5]=[CH:6][CH:7]=1, predict the reactants needed to synthesize it. The reactants are: [CH2:1]([O:8][C:9]1[CH:10]=[CH:11][C:12]2[C:13]3[N:21]([N:22]=[C:23]([CH3:25])[CH3:24])[C:20]([CH2:26][O:27][CH2:28][CH3:29])=[N:19][C:14]=3[CH:15]=[N:16][C:17]=2[CH:18]=1)[C:2]1[CH:7]=[CH:6][CH:5]=[CH:4][CH:3]=1.[BH4-].[Na+]. (3) Given the product [Cl:3][C:4]1[CH:5]=[CH:6][C:7]([C:10]2[N:11]=[C:12]([C:15]([N:17]([CH:18]3[CH2:19][CH2:20]3)[CH3:21])=[O:16])[S:13][CH:14]=2)=[CH:8][CH:9]=1, predict the reactants needed to synthesize it. The reactants are: [H-].[Na+].[Cl:3][C:4]1[CH:9]=[CH:8][C:7]([C:10]2[N:11]=[C:12]([C:15]([NH:17][CH:18]3[CH2:20][CH2:19]3)=[O:16])[S:13][CH:14]=2)=[CH:6][CH:5]=1.[CH3:21]I.